Dataset: Retrosynthesis with 50K atom-mapped reactions and 10 reaction types from USPTO. Task: Predict the reactants needed to synthesize the given product. Given the product Cc1nc2ccccc2n1-c1nc(N2CCOCC2)c2nc(CC3CN([C@@H]4CCOC4)C3)n(C)c2n1, predict the reactants needed to synthesize it. The reactants are: Cc1nc2ccccc2n1-c1nc(N2CCOCC2)c2nc(CC3CNC3)n(C)c2n1.O=C1CCOC1.